This data is from Full USPTO retrosynthesis dataset with 1.9M reactions from patents (1976-2016). The task is: Predict the reactants needed to synthesize the given product. (1) Given the product [Cl:1][C:2]1[C:7]([NH:29][C:26]2[CH:27]=[CH:28][C:23]([O:22][CH3:21])=[CH:24][CH:25]=2)=[N:6][CH:5]=[C:4]([C:9]2[N:13]([CH2:14][CH2:15][CH3:16])[C:12]3[CH:17]=[CH:18][CH:19]=[CH:20][C:11]=3[N:10]=2)[CH:3]=1, predict the reactants needed to synthesize it. The reactants are: [Cl:1][C:2]1[CH:3]=[C:4]([C:9]2[N:13]([CH2:14][CH2:15][CH3:16])[C:12]3[CH:17]=[CH:18][CH:19]=[CH:20][C:11]=3[N:10]=2)[CH:5]=[N:6][C:7]=1Cl.[CH3:21][O:22][C:23]1[CH:28]=[CH:27][C:26]([NH2:29])=[CH:25][CH:24]=1.C1C=CC(P(C2C(C3C(P(C4C=CC=CC=4)C4C=CC=CC=4)=CC=C4C=3C=CC=C4)=C3C(C=CC=C3)=CC=2)C2C=CC=CC=2)=CC=1.C([O-])([O-])=O.[K+].[K+]. (2) Given the product [C:1]1([CH3:11])[CH:2]=[CH:3][C:4]([S:7]([OH:10])(=[O:8])=[O:9])=[CH:5][CH:6]=1.[CH:12]1([NH:15][C:16](=[O:42])[C:17]2[CH:22]=[CH:21][C:20]([CH3:23])=[C:19]([N:24]3[C:33](=[O:34])[C:32]4[C:27](=[CH:28][CH:29]=[C:30]([N:35]5[CH2:36][CH2:37][N:38]([CH3:41])[CH2:39][CH2:40]5)[CH:31]=4)[N:26]=[CH:25]3)[CH:18]=2)[CH2:14][CH2:13]1, predict the reactants needed to synthesize it. The reactants are: [C:1]1([CH3:11])[CH:6]=[CH:5][C:4]([S:7]([OH:10])(=[O:9])=[O:8])=[CH:3][CH:2]=1.[CH:12]1([NH:15][C:16](=[O:42])[C:17]2[CH:22]=[CH:21][C:20]([CH3:23])=[C:19]([N:24]3[C:33](=[O:34])[C:32]4[C:27](=[CH:28][CH:29]=[C:30]([N:35]5[CH2:40][CH2:39][N:38]([CH3:41])[CH2:37][CH2:36]5)[CH:31]=4)[N:26]=[CH:25]3)[CH:18]=2)[CH2:14][CH2:13]1.